This data is from Reaction yield outcomes from USPTO patents with 853,638 reactions. The task is: Predict the reaction yield, written as a fraction of the theoretical maximum amount of product (1.0 means a 100% yield; for example, 0.34 means a 34% yield). (1) The reactants are [CH:1]1([C:4]([N:6]2[CH2:10][CH2:9][C@H:8]([CH2:11][C:12]([NH:14][NH2:15])=[O:13])[CH2:7]2)=[O:5])[CH2:3][CH2:2]1.[Br:16][C:17]1[CH:22]=[CH:21][C:20]([N:23]=[C:24]=[O:25])=[CH:19][CH:18]=1.[N-]=C=O. The catalyst is ClCCl. The product is [Br:16][C:17]1[CH:22]=[CH:21][C:20]([NH:23][C:24]([NH:15][NH:14][C:12](=[O:13])[CH2:11][C@H:8]2[CH2:9][CH2:10][N:6]([C:4]([CH:1]3[CH2:3][CH2:2]3)=[O:5])[CH2:7]2)=[O:25])=[CH:19][CH:18]=1. The yield is 0.880. (2) No catalyst specified. The reactants are [Cl:1][C:2]1[CH:10]=[CH:9][C:8]([S:11](=[O:15])(=[O:14])[NH:12][CH3:13])=[CH:7][C:3]=1[C:4]([OH:6])=[O:5].ClC1C=CC(S(O)=O)=CC=1C(O)=O.N1C[CH2:33][O:32][CH2:31][CH2:30]1. The yield is 1.00. The product is [Cl:1][C:2]1[CH:10]=[CH:9][C:8]([S:11]([N:12]2[CH2:30][CH2:31][O:32][CH2:33][CH2:13]2)(=[O:15])=[O:14])=[CH:7][C:3]=1[C:4]([OH:6])=[O:5]. (3) The reactants are [CH2:1]([N:8]1[CH2:21][CH2:20][C:19]2[C:18]3[C:17](Br)=[CH:16][CH:15]=[CH:14][C:13]=3[NH:12][C:11]=2[CH2:10][CH2:9]1)[C:2]1[CH:7]=[CH:6][CH:5]=[CH:4][CH:3]=1.[C:23](=[NH:36])([C:30]1[CH:35]=[CH:34][CH:33]=[CH:32][CH:31]=1)[C:24]1[CH:29]=[CH:28][CH:27]=[CH:26][CH:25]=1.CC(C)([O-])C.[Na+].O. The catalyst is C1(C)C=CC=CC=1.C1C=CC(/C=C/C(/C=C/C2C=CC=CC=2)=O)=CC=1.C1C=CC(/C=C/C(/C=C/C2C=CC=CC=2)=O)=CC=1.C1C=CC(/C=C/C(/C=C/C2C=CC=CC=2)=O)=CC=1.[Pd].[Pd].C1C=CC(P(C2C=CC3C(=CC=CC=3)C=2C2C3C(=CC=CC=3)C=CC=2P(C2C=CC=CC=2)C2C=CC=CC=2)C2C=CC=CC=2)=CC=1.C(OCC)(=O)C. The product is [C:23](=[N:36][C:17]1[C:18]2[C:19]3[CH2:20][CH2:21][N:8]([CH2:1][C:2]4[CH:7]=[CH:6][CH:5]=[CH:4][CH:3]=4)[CH2:9][CH2:10][C:11]=3[NH:12][C:13]=2[CH:14]=[CH:15][CH:16]=1)([C:30]1[CH:31]=[CH:32][CH:33]=[CH:34][CH:35]=1)[C:24]1[CH:29]=[CH:28][CH:27]=[CH:26][CH:25]=1. The yield is 0.940. (4) The reactants are [CH2:1]1[CH2:6][C@H:5]([C:7]([OH:9])=[O:8])[CH2:4][CH2:3][C@H:2]1[CH2:10][NH2:11].[C:12]([O:17][CH:18]([O:20][C:21](ON1C(=O)CCC1=O)=[O:22])[CH3:19])(=[O:16])[CH2:13][CH2:14][CH3:15]. The catalyst is CC(OC)(C)C.CC(C)=O.O. The product is [C:12]([O:17][CH:18]([O:20][C:21]([NH:11][CH2:10][C@H:2]1[CH2:3][CH2:4][C@H:5]([C:7]([OH:9])=[O:8])[CH2:6][CH2:1]1)=[O:22])[CH3:19])(=[O:16])[CH2:13][CH2:14][CH3:15]. The yield is 0.280.